This data is from Catalyst prediction with 721,799 reactions and 888 catalyst types from USPTO. The task is: Predict which catalyst facilitates the given reaction. Reactant: [CH2:1]([O:8][C:9]([NH:11][C@H:12]1[CH2:17][CH2:16][C@@H:15]([NH:18][C:19](=[O:25])[O:20][C:21]([CH3:24])([CH3:23])[CH3:22])[CH2:14][C@H:13]1[CH2:26][OH:27])=[O:10])[C:2]1[CH:7]=[CH:6][CH:5]=[CH:4][CH:3]=1.I[CH3:29]. Product: [CH2:1]([O:8][C:9]([NH:11][C@H:12]1[CH2:17][CH2:16][C@@H:15]([NH:18][C:19](=[O:25])[O:20][C:21]([CH3:22])([CH3:23])[CH3:24])[CH2:14][C@H:13]1[CH2:26][O:27][CH3:29])=[O:10])[C:2]1[CH:3]=[CH:4][CH:5]=[CH:6][CH:7]=1. The catalyst class is: 9.